From a dataset of Full USPTO retrosynthesis dataset with 1.9M reactions from patents (1976-2016). Predict the reactants needed to synthesize the given product. Given the product [OH:8][C:9]1[C:17]([C:18]2[CH:19]=[N:20][CH:21]=[CH:22][CH:23]=2)=[CH:16][CH:15]=[C:14]2[C:10]=1[CH2:11][C:12](=[O:25])[N:13]2[CH3:24], predict the reactants needed to synthesize it. The reactants are: C([O:8][C:9]1[C:17]([C:18]2[CH:19]=[N:20][CH:21]=[CH:22][CH:23]=2)=[CH:16][CH:15]=[C:14]2[C:10]=1[CH2:11][C:12](=[O:25])[N:13]2[CH3:24])C1C=CC=CC=1.